Dataset: Forward reaction prediction with 1.9M reactions from USPTO patents (1976-2016). Task: Predict the product of the given reaction. (1) Given the reactants [CH3:1][C:2]1[C:3]([C:7]([O:9][CH3:10])=[O:8])=[CH:4][NH:5][CH:6]=1.I[C:12]1[CH:17]=[CH:16][CH:15]=[CH:14][CH:13]=1.C(=O)([O-])[O-].[K+].[K+].N1CCC[C@H]1C(O)=O, predict the reaction product. The product is: [CH3:1][C:2]1[C:3]([C:7]([O:9][CH3:10])=[O:8])=[CH:4][N:5]([C:12]2[CH:17]=[CH:16][CH:15]=[CH:14][CH:13]=2)[CH:6]=1. (2) Given the reactants [CH3:1][Si:2]([CH3:14])([CH3:13])[C:3]1[CH:8]=[CH:7][C:6]([NH:9][C:10](=[O:12])[CH3:11])=[CH:5][CH:4]=1.Br[C:16]1[CH:23]=[CH:22][C:19]([C:20]#[N:21])=[CH:18][CH:17]=1.C(=O)([O-])[O-].[K+].[K+].CNCCNC, predict the reaction product. The product is: [C:20]([C:19]1[CH:22]=[CH:23][C:16]([N:9]([C:6]2[CH:5]=[CH:4][C:3]([Si:2]([CH3:13])([CH3:1])[CH3:14])=[CH:8][CH:7]=2)[C:10](=[O:12])[CH3:11])=[CH:17][CH:18]=1)#[N:21]. (3) Given the reactants [OH:1][CH2:2][CH2:3][O:4][CH2:5][C:6]1[CH:11]=[CH:10][C:9]([C:12]#[C:13][C:14]2[CH:39]=[CH:38][C:17]([C:18]([N:20]([CH3:37])[C@:21]([CH3:36])([C:26]([NH:28][O:29][CH:30]3[CH2:35][CH2:34][CH2:33][CH2:32][O:31]3)=[O:27])[C:22]([NH:24][CH3:25])=[O:23])=[O:19])=[CH:16][CH:15]=2)=[CH:8][CH:7]=1.N1C=CC=CC=1.[C:46](OC(=O)C)(=[O:48])[CH3:47].CO, predict the reaction product. The product is: [C:46]([O:1][CH2:2][CH2:3][O:4][CH2:5][C:6]1[CH:11]=[CH:10][C:9]([C:12]#[C:13][C:14]2[CH:39]=[CH:38][C:17]([C:18]([N:20]([CH3:37])[C@:21]([CH3:36])([C:26]([NH:28][O:29][CH:30]3[CH2:35][CH2:34][CH2:33][CH2:32][O:31]3)=[O:27])[C:22]([NH:24][CH3:25])=[O:23])=[O:19])=[CH:16][CH:15]=2)=[CH:8][CH:7]=1)(=[O:48])[CH3:47]. (4) Given the reactants [OH-].[Li+].[CH3:3][O:4][C:5]1[CH:6]=[C:7]([C:11]2[O:12][C:13]3[CH:19]=[CH:18][C:17]([C:20]([O:22]C)=[O:21])=[CH:16][C:14]=3[CH:15]=2)[CH:8]=[CH:9][CH:10]=1.Cl, predict the reaction product. The product is: [CH3:3][O:4][C:5]1[CH:6]=[C:7]([C:11]2[O:12][C:13]3[CH:19]=[CH:18][C:17]([C:20]([OH:22])=[O:21])=[CH:16][C:14]=3[CH:15]=2)[CH:8]=[CH:9][CH:10]=1. (5) Given the reactants [CH3:1][C:2]([NH:10][C:11](=[O:20])[O:12][CH2:13][C:14]1[CH:19]=[CH:18][CH:17]=[CH:16][CH:15]=1)([C:4]1O[C:7](=O)[S:6][N:5]=1)[CH3:3].[C:21]([O:25][CH3:26])(=[O:24])[C:22]#[CH:23], predict the reaction product. The product is: [CH2:13]([O:12][C:11]([NH:10][C:2]([C:4]1[C:22]([C:21]([O:25][CH3:26])=[O:24])=[CH:7][S:6][N:5]=1)([CH3:3])[CH3:1])=[O:20])[C:14]1[CH:19]=[CH:18][CH:17]=[CH:16][CH:15]=1.[CH2:13]([O:12][C:11]([NH:10][C:2]([C:4]1[CH:23]=[C:22]([C:21]([O:25][CH3:26])=[O:24])[S:6][N:5]=1)([CH3:3])[CH3:1])=[O:20])[C:14]1[CH:15]=[CH:16][CH:17]=[CH:18][CH:19]=1. (6) The product is: [C:13]([C:3]1[C:4]([CH3:12])=[CH:5][C:6]2[C:7](=[O:11])[O:8][CH2:9][C:10]=2[C:2]=1[CH3:1])(=[O:14])[CH3:15]. Given the reactants [CH3:1][C:2]1[C:10]2[CH2:9][O:8][C:7](=[O:11])[C:6]=2[CH:5]=[C:4]([CH3:12])[C:3]=1[CH:13]1[CH2:15][O:14]1.C([Sn](CCCC)(CCCC)C(OCC)=C)CCC, predict the reaction product. (7) Given the reactants [CH2:1]([O:8][C:9]1[CH:10]=[C:11]2[C:16](=[C:17]([Cl:19])[CH:18]=1)[O:15][CH:14]([C:20]([F:23])([F:22])[F:21])[C:13]([C:24]([O:26]CC)=[O:25])=[CH:12]2)[C:2]1[CH:7]=[CH:6][CH:5]=[CH:4][CH:3]=1, predict the reaction product. The product is: [CH2:1]([O:8][C:9]1[CH:10]=[C:11]2[C:16](=[C:17]([Cl:19])[CH:18]=1)[O:15][CH:14]([C:20]([F:23])([F:21])[F:22])[C:13]([C:24]([OH:26])=[O:25])=[CH:12]2)[C:2]1[CH:3]=[CH:4][CH:5]=[CH:6][CH:7]=1.